This data is from Forward reaction prediction with 1.9M reactions from USPTO patents (1976-2016). The task is: Predict the product of the given reaction. (1) Given the reactants Cl.[CH:2]([C:4]1[CH:14]=[CH:13][C:7]([C:8](=[NH:12])[O:9][CH2:10][CH3:11])=[CH:6][CH:5]=1)=[O:3].C([O-])([O-])=O.[K+].[K+], predict the reaction product. The product is: [CH:2]([C:4]1[CH:14]=[CH:13][C:7]([C:8](=[NH:12])[O:9][CH2:10][CH3:11])=[CH:6][CH:5]=1)=[O:3]. (2) Given the reactants [Si:1]([O:8][C@H:9]1[CH2:18][C:17]([CH3:20])([CH3:19])[CH2:16][C:15]2[N:14]=[C:13]([CH:21]([CH3:23])[CH3:22])[C:12]3[C@@H:24]([C:31]4[CH:41]=[CH:40][C:34](C(OCC)=O)=[CH:33][CH:32]=4)[O:25][C:26]4([CH2:30][CH2:29][CH2:28][CH2:27]4)[C:11]=3[C:10]1=2)([C:4]([CH3:7])([CH3:6])[CH3:5])([CH3:3])[CH3:2].C[Mg]Br, predict the reaction product. The product is: [Si:1]([O:8][C@H:9]1[CH2:18][C:17]([CH3:19])([CH3:20])[CH2:16][C:15]2[N:14]=[C:13]([CH:21]([CH3:23])[CH3:22])[C:12]3[C@@H:24]([C:31]4[CH:32]=[CH:33][C:34]([C:9]([OH:8])([CH3:18])[CH3:10])=[CH:40][CH:41]=4)[O:25][C:26]4([CH2:30][CH2:29][CH2:28][CH2:27]4)[C:11]=3[C:10]1=2)([C:4]([CH3:5])([CH3:7])[CH3:6])([CH3:2])[CH3:3]. (3) Given the reactants [Cl:1][C:2]1[CH:7]=[CH:6][CH:5]=[CH:4][C:3]=1[S:8]([N:11]1[CH2:33][CH2:32][C:14]2([C:18](=[O:19])[N:17]([C:20]3[CH:25]=[CH:24][C:23]([CH2:26][C:27]4NN=[N:29][N:28]=4)=[CH:22][CH:21]=3)[CH2:16][CH2:15]2)[CH2:13][CH2:12]1)(=[O:10])=[O:9].[C:34](OC(=O)C)(=[O:36])[CH3:35], predict the reaction product. The product is: [Cl:1][C:2]1[CH:7]=[CH:6][CH:5]=[CH:4][C:3]=1[S:8]([N:11]1[CH2:33][CH2:32][C:14]2([C:18](=[O:19])[N:17]([C:20]3[CH:25]=[CH:24][C:23]([CH2:26][C:27]4[O:36][C:34]([CH3:35])=[N:29][N:28]=4)=[CH:22][CH:21]=3)[CH2:16][CH2:15]2)[CH2:13][CH2:12]1)(=[O:9])=[O:10]. (4) The product is: [C:12]([NH:11][C:7]1[C:6]([CH3:15])=[CH:5][C:4]([C:1]([OH:3])=[O:18])=[C:9]([CH3:10])[CH:8]=1)(=[O:14])[CH3:13]. Given the reactants [C:1]([C:4]1[C:9]([CH3:10])=[CH:8][C:7]([NH:11][C:12](=[O:14])[CH3:13])=[C:6]([CH3:15])[CH:5]=1)(=[O:3])C.BrBr.[OH-:18].[Na+], predict the reaction product. (5) The product is: [Br:1][C:2]1[CH:3]=[C:4]2[C:14](=[CH:15][CH:16]=1)[O:13][C:7]1[CH:8]=[N:9][C:10]([Cl:12])=[CH:11][C:6]=1[C:5]2([NH:20][S:21]([C:23]([CH3:26])([CH3:25])[CH3:24])=[O:22])[CH2:17][CH2:18][O:19][CH2:33][C:34]#[N:35]. Given the reactants [Br:1][C:2]1[CH:3]=[C:4]2[C:14](=[CH:15][CH:16]=1)[O:13][C:7]1[CH:8]=[N:9][C:10]([Cl:12])=[CH:11][C:6]=1[C:5]2([NH:20][S:21]([C:23]([CH3:26])([CH3:25])[CH3:24])=[O:22])[CH2:17][CH2:18][OH:19].C1COCC1.Br[CH2:33][C:34]#[N:35].[OH-].[Na+], predict the reaction product. (6) Given the reactants C(N(CC)CC)C.CN(C(ON1N=NC2C=CC=CC1=2)=[N+](C)C)C.[B-](F)(F)(F)F.C(OC(NC1(C(O)=O)CC1)=O)(C)(C)C.ClC1C=C(OC)C=CC=1OC1C=CC(CN)=CC=1.[F:62][C:63]([F:74])([F:73])[C:64]1[CH:65]=[N:66][CH:67]=[C:68]([CH:72]=1)[C:69]([OH:71])=O.[Cl:75][C:76]1[CH:96]=[C:95]([O:97][CH3:98])[CH:94]=[CH:93][C:77]=1[O:78][C:79]1[CH:92]=[CH:91][C:82]([CH2:83][NH:84][C:85]([C:87]2([NH2:90])[CH2:89][CH2:88]2)=[O:86])=[CH:81][CH:80]=1, predict the reaction product. The product is: [Cl:75][C:76]1[CH:96]=[C:95]([O:97][CH3:98])[CH:94]=[CH:93][C:77]=1[O:78][C:79]1[CH:92]=[CH:91][C:82]([CH2:83][NH:84][C:85]([C:87]2([NH:90][C:69](=[O:71])[C:68]3[CH:72]=[C:64]([C:63]([F:62])([F:74])[F:73])[CH:65]=[N:66][CH:67]=3)[CH2:88][CH2:89]2)=[O:86])=[CH:81][CH:80]=1. (7) Given the reactants [CH3:1][C@H:2]1[CH2:33][C:32]([CH3:34])=[CH:31][C@@H:30]([CH2:35][CH:36]=[CH2:37])[C:28](=[O:29])[CH2:27][C@H:26]([OH:38])[C@@H:25]([CH3:39])[C@@H:24](/[C:40](/[CH3:51])=[CH:41]/[C@H:42]2[CH2:47][C@@H:46]([O:48][CH3:49])[C@H:45]([OH:50])[CH2:44][CH2:43]2)[O:23][C:21](=[O:22])[C@H:20]2[N:15]([CH2:16][CH2:17][CH2:18][CH2:19]2)[C:13](=[O:14])[C:11](=[O:12])[C@:9]2([OH:52])[O:10][C@@H:5]([C@@H:6]([O:54][CH3:55])[CH2:7][C@H:8]2[CH3:53])[C@@H:4]([O:56][CH3:57])[CH2:3]1.[I:58][C:59]1[CH:64]=[CH:63][C:62]([S:65](Cl)(=[O:67])=[O:66])=[CH:61][CH:60]=1.C(OCC)(=[O:71])C, predict the reaction product. The product is: [CH2:35]([CH:30]1[CH:31]=[C:32]([CH3:34])[CH2:33][CH:2]([CH3:1])[CH2:3][CH:4]([O:56][CH3:57])[CH:5]2[O:10][C:9]([OH:52])([CH:8]([CH3:53])[CH2:7][CH:6]2[O:54][CH3:55])[C:11](=[O:12])[C:13](=[O:14])[N:15]2[CH:20]([CH2:19][CH2:18][CH2:17][CH2:16]2)[C:21](=[O:22])[O:23][CH:24]([C:40]([CH3:51])=[CH:41][CH:42]2[CH2:43][CH2:44][CH:45]([O:50][S:65]([C:62]3[CH:63]=[CH:64][C:59]([I:58])=[CH:60][CH:61]=3)(=[O:67])=[O:66])[CH:46]([O:48][CH3:49])[CH2:47]2)[CH:25]([CH3:39])[CH:26]([OH:38])[CH2:27][C:28]1=[O:29])[CH:36]=[CH2:37].[CH2:35]([CH:30]1[CH:31]=[C:32]([CH3:34])[CH2:33][CH:2]([CH3:1])[CH2:3][CH:4]([O:56][CH3:57])[CH:5]2[O:10][C:9]([OH:52])([CH:8]([CH3:53])[CH2:7][CH:6]2[O:54][CH3:55])[C:11](=[O:12])[C:13](=[O:14])[N:15]2[CH:20]([CH2:19][CH2:18][CH2:17][CH2:16]2)[C:21](=[O:22])[O:23][CH:24]([C:40]([CH3:51])=[CH:41][CH:42]2[CH2:43][CH2:44][CH:45]([O:66][S:65]([C:62]3[CH:63]=[CH:64][C:59]([I:58])=[CH:60][CH:61]=3)(=[O:67])=[O:71])[CH:46]([O:48][CH3:49])[CH2:47]2)[CH:25]([CH3:39])[CH:26]=[CH:27][C:28]1=[O:29])[CH:36]=[CH2:37]. (8) Given the reactants [CH:1]1([C:8]([O:10]CC)=[O:9])[C:3]2([CH2:7][CH2:6][CH2:5][CH2:4]2)[CH2:2]1.C1(C(OCC)=O)C2(CCCCC2)C1, predict the reaction product. The product is: [CH:1]1([C:8]([OH:10])=[O:9])[C:3]2([CH2:7][CH2:6][CH2:5][CH2:4]2)[CH2:2]1.